From a dataset of Full USPTO retrosynthesis dataset with 1.9M reactions from patents (1976-2016). Predict the reactants needed to synthesize the given product. (1) Given the product [CH2:17]([O:16][C:14](=[O:15])[CH:13]([NH:19][C:25](=[O:26])[C:24]1[CH:28]=[CH:29][CH:30]=[C:22]([F:21])[CH:23]=1)[C:12]([O:11][CH2:9][CH3:10])=[O:20])[CH3:18], predict the reactants needed to synthesize it. The reactants are: C(N(CC)CC)C.Cl.[CH2:9]([O:11][C:12](=[O:20])[CH:13]([NH2:19])[C:14]([O:16][CH2:17][CH3:18])=[O:15])[CH3:10].[F:21][C:22]1[CH:23]=[C:24]([CH:28]=[CH:29][CH:30]=1)[C:25](Cl)=[O:26].O. (2) Given the product [NH2:33][C:28]1[CH:27]=[CH:26][C:25]([C:37]2[CH:42]=[CH:41][CH:40]=[CH:39][CH:38]=2)=[CH:30][C:29]=1[NH:31][C:47]([C:36]1[CH:21]=[CH:22][C:6]([N:8]2[CH2:9][CH2:10][C:11]3([O:15][N:14]=[C:13]([C:16]([NH:43][CH2:35][CH2:36][C:37]4[CH:42]=[CH:41][CH:40]=[CH:39][CH:38]=4)=[O:18])[CH2:12]3)[CH2:19][CH2:20]2)=[N:43][CH:35]=1)=[O:48], predict the reactants needed to synthesize it. The reactants are: C(O[C:6]([N:8]1[CH2:20][CH2:19][C:11]2([O:15][N:14]=[C:13]([C:16]([OH:18])=O)[CH2:12]2)[CH2:10][CH2:9]1)=O)(C)(C)C.[CH2:21](Cl)[CH2:22]Cl.[CH:25]1[CH:26]=[CH:27][C:28]2[N:33](O)N=[N:31][C:29]=2[CH:30]=1.[CH2:35]([NH2:43])[CH2:36][C:37]1[CH:42]=[CH:41][CH:40]=[CH:39][CH:38]=1.CN([CH:47]=[O:48])C.